Dataset: Forward reaction prediction with 1.9M reactions from USPTO patents (1976-2016). Task: Predict the product of the given reaction. (1) Given the reactants [H-].[Na+].[CH2:3]([N:10]([CH2:28][C:29]1[CH:34]=[CH:33][CH:32]=[CH:31][CH:30]=1)[CH2:11][C@H:12]([OH:27])[CH2:13][N:14]1[CH2:19][CH2:18][N:17]([C:20]([O:22][C:23]([CH3:26])([CH3:25])[CH3:24])=[O:21])[CH2:16][CH2:15]1)[C:4]1[CH:9]=[CH:8][CH:7]=[CH:6][CH:5]=1.CI.[C:37](=O)(O)[O-].[Na+], predict the reaction product. The product is: [CH2:3]([N:10]([CH2:28][C:29]1[CH:30]=[CH:31][CH:32]=[CH:33][CH:34]=1)[CH2:11][C@H:12]([O:27][CH3:37])[CH2:13][N:14]1[CH2:15][CH2:16][N:17]([C:20]([O:22][C:23]([CH3:26])([CH3:25])[CH3:24])=[O:21])[CH2:18][CH2:19]1)[C:4]1[CH:9]=[CH:8][CH:7]=[CH:6][CH:5]=1. (2) Given the reactants FC1C=C(C=[CH:9][N+:10]([O-:12])=[O:11])C=CN=1.[CH3:13][O:14][C:15]1[CH:16]=[CH:17][C:18]([CH:21]=O)=[N:19][CH:20]=1, predict the reaction product. The product is: [CH3:13][O:14][C:15]1[CH:16]=[CH:17][C:18]([CH:21]=[CH:9][N+:10]([O-:12])=[O:11])=[N:19][CH:20]=1. (3) Given the reactants [CH2:1]1[C:9]2[C:4](=[CH:5][CH:6]=[CH:7][CH:8]=2)[C:3]([CH2:10][C:11]2[CH:16]=[CH:15][CH:14]=[CH:13][N:12]=2)=[CH:2]1.C1(=C/C2C=CC=CN=2)/CCC2C/1=CC=CC=2.C([Li])CCC.CCCCCC.O1CCCC1.O1CCCC1.O1CCCC1.[Cl-:59].[Cl-].[Cl-].[Cr+3:62], predict the reaction product. The product is: [Cl-:59].[Cl-:59].[N:12]1[CH:13]=[CH:14][CH:15]=[CH:16][C:11]=1[CH2:10][CH:3]1[C:4]2[C:9](=[CH:8][CH:7]=[CH:6][CH:5]=2)[CH:1]=[C:2]1[Cr+2:62]. (4) Given the reactants ClCCCO[C:6]1[CH:14]=[CH:13][C:12]2[N:11]3[CH2:15][CH2:16][NH:17][C:18](=[O:19])[C:10]3=[CH:9][C:8]=2[CH:7]=1.[CH3:20][C@H:21]1[CH2:25][CH2:24][CH2:23][NH:22]1, predict the reaction product. The product is: [CH3:20][C@H:21]1[CH2:25][CH2:24][CH2:23][N:22]1[CH2:9][CH2:10][CH2:18][O:19][N:17]1[CH2:16][CH2:15][N:11]2[C:12]3[CH:13]=[CH:14][CH:6]=[CH:7][C:8]=3[CH:9]=[C:10]2[C:18]1=[O:19]. (5) Given the reactants C[N:2](C(ON1N=NC2C=CC=NC1=2)=[N+](C)C)C.F[P-](F)(F)(F)(F)F.[F:25][C:26]1[CH:31]=[CH:30][C:29]([NH:32][C:33]2[C:34]3[C:41]([CH3:42])=[C:40]([C:43]([OH:45])=O)[S:39][C:35]=3[N:36]=[CH:37][N:38]=2)=[C:28]([O:46][CH:47]2[CH2:51][CH2:50][CH:49]([OH:52])[CH2:48]2)[CH:27]=1.CCN(C(C)C)C(C)C.N, predict the reaction product. The product is: [F:25][C:26]1[CH:31]=[CH:30][C:29]([NH:32][C:33]2[C:34]3[C:41]([CH3:42])=[C:40]([C:43]([NH2:2])=[O:45])[S:39][C:35]=3[N:36]=[CH:37][N:38]=2)=[C:28]([O:46][CH:47]2[CH2:51][CH2:50][CH:49]([OH:52])[CH2:48]2)[CH:27]=1. (6) The product is: [CH:10]1([CH2:9][NH:8][C:6]([C:5]2[CH:13]=[CH:14][C:2]([C:17]3[CH:18]=[C:19]([NH:22][C:23](=[O:35])[C:24]4[CH:29]=[CH:28][N:27]=[C:26]([N:30]5[CH2:31][CH2:32][CH2:33][CH2:34]5)[CH:25]=4)[CH:20]=[CH:21][C:16]=3[CH3:15])=[N:3][CH:4]=2)=[O:7])[CH2:12][CH2:11]1. Given the reactants Cl[C:2]1[CH:14]=[CH:13][C:5]([C:6]([NH:8][CH2:9][CH:10]2[CH2:12][CH2:11]2)=[O:7])=[CH:4][N:3]=1.[CH3:15][C:16]1[CH:21]=[CH:20][C:19]([NH:22][C:23](=[O:35])[C:24]2[CH:29]=[CH:28][N:27]=[C:26]([N:30]3[CH2:34][CH2:33][CH2:32][CH2:31]3)[CH:25]=2)=[CH:18][C:17]=1B1OC(C)(C)C(C)(C)O1.C(=O)([O-])[O-].[Na+].[Na+], predict the reaction product.